Dataset: Reaction yield outcomes from USPTO patents with 853,638 reactions. Task: Predict the reaction yield, written as a fraction of the theoretical maximum amount of product (1.0 means a 100% yield; for example, 0.34 means a 34% yield). (1) The reactants are [H-].[Al+3].[Li+].[H-].[H-].[H-].[Br:7][C:8](=[CH2:19])[CH2:9][CH:10]([C:15](OC)=[O:16])[C:11](OC)=[O:12].C([O-])(=O)CC([O-])=O. The catalyst is C(OCC)C. The product is [Br:7][C:8](=[CH2:19])[CH2:9][CH:10]([CH2:15][OH:16])[CH2:11][OH:12]. The yield is 0.860. (2) The reactants are Cl[C:2]1[CH:11]=[CH:10][N:9]=[C:8]2[C:3]=1[C:4]1[CH:16]=[C:15]([C:17]([NH:19][CH2:20][CH2:21][N:22]([CH3:24])[CH3:23])=[O:18])[CH:14]=[CH:13][C:5]=1[C:6](=[O:12])[NH:7]2.[NH2:25][C:26]1[CH:31]=[CH:30][C:29]([NH:32][C:33](=[O:45])[C:34]2[CH:39]=[CH:38][C:37]([F:40])=[CH:36][C:35]=2[C:41]([F:44])([F:43])[F:42])=[CH:28][CH:27]=1. No catalyst specified. The product is [CH3:23][N:22]([CH3:24])[CH2:21][CH2:20][NH:19][C:17]([C:15]1[CH:14]=[CH:13][C:5]2[C:6](=[O:12])[NH:7][C:8]3[C:3]([C:4]=2[CH:16]=1)=[C:2]([NH:25][C:26]1[CH:31]=[CH:30][C:29]([NH:32][C:33](=[O:45])[C:34]2[CH:39]=[CH:38][C:37]([F:40])=[CH:36][C:35]=2[C:41]([F:44])([F:42])[F:43])=[CH:28][CH:27]=1)[CH:11]=[CH:10][N:9]=3)=[O:18]. The yield is 0.500. (3) The reactants are C[O:2][C:3](=[O:24])[C:4]1[CH:9]=[CH:8][C:7]([CH2:10][C:11]2[CH:16]=[CH:15][C:14]([CH2:17][N:18]3[CH2:23][CH2:22][O:21][CH2:20][CH2:19]3)=[CH:13][CH:12]=2)=[CH:6][CH:5]=1.O1CCOCC1.Cl. No catalyst specified. The product is [N:18]1([CH2:17][C:14]2[CH:15]=[CH:16][C:11]([CH2:10][C:7]3[CH:8]=[CH:9][C:4]([C:3]([OH:24])=[O:2])=[CH:5][CH:6]=3)=[CH:12][CH:13]=2)[CH2:23][CH2:22][O:21][CH2:20][CH2:19]1. The yield is 0.500. (4) The reactants are [Cl:1][C:2]1[CH:10]=[CH:9][C:5]([C:6]([OH:8])=O)=[CH:4][C:3]=1[C:11]#[N:12].S(Cl)(Cl)=O.[NH2:17][C:18]1[C:19]([Cl:24])=[N:20][CH:21]=[N:22][CH:23]=1.N1C=CC=CC=1. The catalyst is C1C=CC=CC=1.O.C(Cl)(Cl)Cl.ClCCl. The product is [Cl:1][C:2]1[CH:10]=[CH:9][C:5]([C:6]([NH:17][C:18]2[C:19]([Cl:24])=[N:20][CH:21]=[N:22][CH:23]=2)=[O:8])=[CH:4][C:3]=1[C:11]#[N:12]. The yield is 0.650. (5) The yield is 0.360. The reactants are [NH2:1][C:2]1[C:7]([N+:8]([O-:10])=[O:9])=[CH:6][CH:5]=[CH:4][N:3]=1.Br[CH2:12][C:13]([C:15]1[CH:20]=[CH:19][C:18]([F:21])=[CH:17][CH:16]=1)=O. The product is [F:21][C:18]1[CH:19]=[CH:20][C:15]([C:13]2[N:1]=[C:2]3[C:7]([N+:8]([O-:10])=[O:9])=[CH:6][CH:5]=[CH:4][N:3]3[CH:12]=2)=[CH:16][CH:17]=1. The catalyst is CN(C)C=O. (6) The reactants are [OH:1][CH2:2][C:3]1([CH3:9])[CH2:7][O:6][C:5](=[O:8])[NH:4]1.[S:10](Cl)([C:13]1[CH:19]=[CH:18][C:16]([CH3:17])=[CH:15][CH:14]=1)(=[O:12])=[O:11].O. The catalyst is N1C=CC=CC=1. The product is [CH3:17][C:16]1[CH:18]=[CH:19][C:13]([S:10]([O:1][CH2:2][C:3]2([CH3:9])[CH2:7][O:6][C:5](=[O:8])[NH:4]2)(=[O:12])=[O:11])=[CH:14][CH:15]=1. The yield is 0.860. (7) The reactants are [CH:1]1[C:6]([NH2:7])=[CH:5][CH:4]=[C:3]([NH2:8])[CH:2]=1.C(N(CC)CC)C.[C:16](=O)([O:22]C(C)(C)C)[O:17][C:18]([CH3:21])([CH3:20])[CH3:19]. The catalyst is CN(C=O)C.C(OCC)(=O)C. The product is [NH2:7][C:6]1[CH:5]=[CH:4][C:3]([NH:8][C:16](=[O:22])[O:17][C:18]([CH3:21])([CH3:20])[CH3:19])=[CH:2][CH:1]=1. The yield is 0.950.